Dataset: Forward reaction prediction with 1.9M reactions from USPTO patents (1976-2016). Task: Predict the product of the given reaction. Given the reactants [N-:1]=[C:2]=[O:3].[F:4][C:5]1[C:6]([Si:14]([CH3:17])([CH3:16])[CH3:15])=[C:7]([CH:11]=[CH:12][CH:13]=1)C(O)=O.C(Cl)(=O)C(Cl)=O.[N-]=[N+]=[N-].[Na+], predict the reaction product. The product is: [F:4][C:5]1[C:6]([Si:14]([CH3:17])([CH3:16])[CH3:15])=[C:7]([N:1]=[C:2]=[O:3])[CH:11]=[CH:12][CH:13]=1.